Dataset: Reaction yield outcomes from USPTO patents with 853,638 reactions. Task: Predict the reaction yield, written as a fraction of the theoretical maximum amount of product (1.0 means a 100% yield; for example, 0.34 means a 34% yield). (1) The reactants are C(N1C2C=C(F)C=C(O)C=2C(CCN2CC3C(=CC=CC=3)C2)=C1)C.C([O:32][C:33]1[CH:41]=[C:40]([F:42])[CH:39]=[C:38]2[C:34]=1[C:35]([CH2:45][CH2:46][OH:47])=[CH:36][N:37]2[CH2:43][CH3:44])C1C=CC=CC=1. No catalyst specified. The product is [CH2:43]([N:37]1[C:38]2[CH:39]=[C:40]([F:42])[CH:41]=[C:33]([OH:32])[C:34]=2[C:35]([CH2:45][CH2:46][OH:47])=[CH:36]1)[CH3:44]. The yield is 0.990. (2) The reactants are [C:1]1([O:7][CH3:8])[CH:6]=[CH:5][CH:4]=[CH:3][CH:2]=1.[C:9](O[C:9](=[O:16])[C:10]1[CH:15]=[CH:14][CH:13]=[CH:12][CH:11]=1)(=[O:16])[C:10]1[CH:15]=[CH:14][CH:13]=[CH:12][CH:11]=1.FC(F)(F)S([O-])(=O)=O.C([N+]1C=CN(CC)C=1)C. No catalyst specified. The product is [CH3:8][O:7][C:1]1[CH:6]=[CH:5][C:4]([C:9]([C:10]2[CH:15]=[CH:14][CH:13]=[CH:12][CH:11]=2)=[O:16])=[CH:3][CH:2]=1. The yield is 0.340. (3) The reactants are [CH2:1]([S:3][CH:4]([S:13][CH2:14][CH3:15])[C@@H:5]([OH:12])[C@@H:6]([OH:11])[C@H:7]([OH:10])[CH2:8][OH:9])[CH3:2].[CH:16]([Si:19](Cl)([CH:23]([CH3:25])[CH3:24])[CH:20]([CH3:22])[CH3:21])([CH3:18])[CH3:17]. The catalyst is N1C=CC=CC=1.CN(C)C1C=CN=CC=1.O. The product is [CH2:14]([S:13][CH:4]([S:3][CH2:1][CH3:2])[C@@H:5]([OH:12])[C@@H:6]([OH:11])[C@H:7]([OH:10])[CH2:8][O:9][Si:19]([CH:23]([CH3:25])[CH3:24])([CH:20]([CH3:22])[CH3:21])[CH:16]([CH3:18])[CH3:17])[CH3:15]. The yield is 0.780. (4) The reactants are [F-:1].C([N+](CCCC)(CCCC)CCCC)CCC.[Br:19][C:20]1[C:27]([O:28][CH3:29])=[C:26]([O:30][CH3:31])[CH:25]=[C:24]([N+]([O-])=O)[C:21]=1[C:22]#[N:23]. The catalyst is C(OCC)(=O)C. The product is [Br:19][C:20]1[C:27]([O:28][CH3:29])=[C:26]([O:30][CH3:31])[CH:25]=[C:24]([F:1])[C:21]=1[C:22]#[N:23]. The yield is 0.850. (5) The reactants are [Br:1][C:2]1[CH:3]=[CH:4][C:5]([O:17][CH3:18])=[C:6]2[C:11]=1[NH:10][C:9](=[O:12])[CH:8]=[C:7]2[CH2:13][C:14](O)=[O:15].B. The catalyst is C1COCC1. The product is [Br:1][C:2]1[CH:3]=[CH:4][C:5]([O:17][CH3:18])=[C:6]2[C:11]=1[NH:10][C:9](=[O:12])[CH:8]=[C:7]2[CH2:13][CH2:14][OH:15]. The yield is 0.510. (6) The reactants are [Cl:1][C:2]1[CH:3]=[CH:4][C:5]2[N:9]=[CH:8][N:7]([C:10]3[S:14][C:13]([C:15]([O:17][CH3:18])=[O:16])=[C:12]([OH:19])[CH:11]=3)[C:6]=2[CH:20]=1.[F:21][C:22]1[CH:29]=[C:28]([F:30])[CH:27]=[CH:26][C:23]=1[CH2:24]Br. No catalyst specified. The product is [Cl:1][C:2]1[CH:3]=[CH:4][C:5]2[N:9]=[CH:8][N:7]([C:10]3[S:14][C:13]([C:15]([O:17][CH3:18])=[O:16])=[C:12]([O:19][CH2:24][C:23]4[CH:26]=[CH:27][C:28]([F:30])=[CH:29][C:22]=4[F:21])[CH:11]=3)[C:6]=2[CH:20]=1. The yield is 0.870. (7) The reactants are [Cl:1][C:2]1[CH:3]=[C:4]([OH:13])[CH:5]=[N:6][C:7]=1[O:8][CH2:9][CH:10]([CH3:12])[CH3:11].C(=O)([O-])[O-].[K+].[K+].F[C:21]1[CH:28]=[CH:27][C:24]([C:25]#[N:26])=[CH:23][CH:22]=1. The yield is 0.880. The product is [Cl:1][C:2]1[CH:3]=[C:4]([O:13][C:21]2[CH:28]=[CH:27][C:24]([C:25]#[N:26])=[CH:23][CH:22]=2)[CH:5]=[N:6][C:7]=1[O:8][CH2:9][CH:10]([CH3:11])[CH3:12]. The catalyst is CS(C)=O.O. (8) The reactants are [C:1]([NH:4][C:5]1[C:14]([Cl:15])=[CH:13][C:8]([C:9]([O:11][CH3:12])=[O:10])=[C:7]([O:16][CH3:17])[C:6]=1[N+:18]([O-])=O)(=[O:3])[CH3:2].[H][H]. The catalyst is [Ni].C(O)C.O. The product is [C:1]([NH:4][C:5]1[C:14]([Cl:15])=[CH:13][C:8]([C:9]([O:11][CH3:12])=[O:10])=[C:7]([O:16][CH3:17])[C:6]=1[NH2:18])(=[O:3])[CH3:2]. The yield is 0.920. (9) The product is [CH3:6][S:7]([CH2:10][CH2:11][O:12][S:2]([CH3:1])(=[O:4])=[O:3])(=[O:9])=[O:8]. The reactants are [CH3:1][S:2](Cl)(=[O:4])=[O:3].[CH3:6][S:7]([CH2:10][CH2:11][OH:12])(=[O:9])=[O:8].CCN(C(C)C)C(C)C.CCOC(C)=O. The yield is 0.660. The catalyst is C(Cl)Cl. (10) The yield is 0.784. The product is [Br:1][C:5]1[C:6]2[C:7]([C:12]#[N:13])=[CH:8][CH:9]=[CH:10][C:11]=2[NH:3][CH:4]=1. The catalyst is CN(C=O)C.CCCCCC. The reactants are [Br:1]Br.[NH:3]1[C:11]2[CH:10]=[CH:9][CH:8]=[C:7]([C:12]#[N:13])[C:6]=2[CH:5]=[CH:4]1.C(OC(=O)C)C.S(S([O-])=O)([O-])(=O)=O.[Na+].[Na+].